This data is from Catalyst prediction with 721,799 reactions and 888 catalyst types from USPTO. The task is: Predict which catalyst facilitates the given reaction. (1) Reactant: [CH2:1]([N:8]1[C:12](=[O:13])[CH2:11][CH2:10][C@H:9]1[C:14](OC)=[O:15])[C:2]1[CH:7]=[CH:6][CH:5]=[CH:4][CH:3]=1.[Li+].[BH4-]. Product: [CH2:1]([N:8]1[C@H:9]([CH2:14][OH:15])[CH2:10][CH2:11][C:12]1=[O:13])[C:2]1[CH:3]=[CH:4][CH:5]=[CH:6][CH:7]=1. The catalyst class is: 1. (2) Reactant: [N:1]1[CH:6]=[CH:5][N:4]=[CH:3][C:2]=1[N:7]1[C:14]2[C@H:13]3[CH2:15][C@H:12]3[CH2:11][C:10]=2[C:9]([C:16]([OH:18])=O)=[N:8]1.C(N(CC)CC)C.CN(C(ON1N=NC2C=CC=NC1=2)=[N+](C)C)C.F[P-](F)(F)(F)(F)F.[NH2:50][C@@H:51]([C:54]([CH3:57])([CH3:56])[CH3:55])[CH2:52][OH:53]. Product: [OH:53][CH2:52][C@@H:51]([NH:50][C:16]([C:9]1[C:10]2[CH2:11][C@@H:12]3[CH2:15][C@@H:13]3[C:14]=2[N:7]([C:2]2[CH:3]=[N:4][CH:5]=[CH:6][N:1]=2)[N:8]=1)=[O:18])[C:54]([CH3:57])([CH3:56])[CH3:55]. The catalyst class is: 3. (3) Reactant: Cl[C:2]1[N:3]=[N:4][C:5]([C:8]2[CH:17]=[CH:16][C:11]([C:12]([O:14][CH3:15])=[O:13])=[CH:10][CH:9]=2)=[CH:6][N:7]=1.[NH3:18].C(O)(C)C. Product: [NH2:18][C:2]1[N:3]=[N:4][C:5]([C:8]2[CH:17]=[CH:16][C:11]([C:12]([O:14][CH3:15])=[O:13])=[CH:10][CH:9]=2)=[CH:6][N:7]=1. The catalyst class is: 6. (4) Reactant: Cl[C:2]1[C:11]2[C:6](=[CH:7][C:8]([O:13][CH3:14])=[C:9]([CH3:12])[CH:10]=2)[CH:5]=[CH:4][N:3]=1.[C:15]1([OH:21])[CH:20]=[CH:19][CH:18]=[CH:17][CH:16]=1.[OH-].[K+].[OH-].[Na+]. Product: [CH3:14][O:13][C:8]1[CH:7]=[C:6]2[C:11](=[CH:10][C:9]=1[CH3:12])[C:2]([O:21][C:15]1[CH:20]=[CH:19][CH:18]=[CH:17][CH:16]=1)=[N:3][CH:4]=[CH:5]2. The catalyst class is: 113. (5) Reactant: [CH2:1]1[C:9]2[C:4](=[CH:5][CH:6]=[CH:7][CH:8]=2)[CH2:3][CH:2]1[NH:10][C:11]1[CH:18]=[CH:17][C:14]([CH:15]=O)=[CH:13][N:12]=1.C(O)(=O)[CH2:20][C:21]([OH:23])=[O:22].N1CCCCC1. Product: [CH2:1]1[C:9]2[C:4](=[CH:5][CH:6]=[CH:7][CH:8]=2)[CH2:3][CH:2]1[NH:10][C:11]1[N:12]=[CH:13][C:14](/[CH:15]=[CH:20]/[C:21]([OH:23])=[O:22])=[CH:17][CH:18]=1. The catalyst class is: 17. (6) The catalyst class is: 4. Reactant: [Cl-].[Al+3].[Cl-].[Cl-].[CH3:5][O:6][C:7]1[CH:8]=[CH:9][C:10]2[C:11]3[CH:12]=[C:13]4[S:30][C:29]5[C:24](=[CH:25][CH:26]=[CH:27][CH:28]=5)[C:14]4=[CH:15][C:16]=3[C:17]([CH2:22][CH3:23])([CH2:20][CH3:21])[C:18]=2[CH:19]=1.[C:31](Cl)(=[O:33])[CH3:32]. Product: [C:31]([C:26]1[CH:25]=[C:24]2[C:29]([S:30][C:13]3[C:14]2=[CH:15][C:16]2[C:17]([CH2:20][CH3:21])([CH2:22][CH3:23])[C:18]4[CH:19]=[C:7]([O:6][CH3:5])[CH:8]=[CH:9][C:10]=4[C:11]=2[CH:12]=3)=[CH:28][CH:27]=1)(=[O:33])[CH3:32].